This data is from Peptide-MHC class I binding affinity with 185,985 pairs from IEDB/IMGT. The task is: Regression. Given a peptide amino acid sequence and an MHC pseudo amino acid sequence, predict their binding affinity value. This is MHC class I binding data. The peptide sequence is SSESLVYGIR. The MHC is HLA-A03:01 with pseudo-sequence HLA-A03:01. The binding affinity (normalized) is 0.0335.